Dataset: Retrosynthesis with 50K atom-mapped reactions and 10 reaction types from USPTO. Task: Predict the reactants needed to synthesize the given product. (1) Given the product N#Cc1ccc(-c2ccn[nH]2)cc1[N+](=O)[O-], predict the reactants needed to synthesize it. The reactants are: N#Cc1ccc(-c2ccnn2C2CCCCO2)cc1[N+](=O)[O-]. (2) Given the product COC(=O)NC[C@H]1CN(c2cc(F)c(N3CCC(n4ncnn4)CC3)c(F)c2)C(=O)O1, predict the reactants needed to synthesize it. The reactants are: COC(=O)Cl.NC[C@H]1CN(c2cc(F)c(N3CCC(n4ncnn4)CC3)c(F)c2)C(=O)O1.